This data is from Full USPTO retrosynthesis dataset with 1.9M reactions from patents (1976-2016). The task is: Predict the reactants needed to synthesize the given product. (1) Given the product [Cl:1][C:2]1[N:7]=[C:6]([N:8]([CH3:41])[C:9]2[CH:18]=[CH:17][C:16]3[C:15]4[C:19]5[NH:26][CH2:25][C@@H:24]([CH3:27])[NH:23][C:22](=[O:28])[C:20]=5[S:21][C:14]=4[CH:13]=[CH:12][C:11]=3[N:10]=2)[C:5]([C:29]([NH:31][CH2:32][C:33]2[CH:38]=[CH:37][C:36]([O:39][CH3:40])=[CH:35][CH:34]=2)=[O:30])=[CH:4][N:3]=1, predict the reactants needed to synthesize it. The reactants are: [Cl:1][C:2]1[N:7]=[C:6]([NH:8][C:9]2[CH:18]=[CH:17][C:16]3[C:15]4[C:19]5[NH:26][CH2:25][C@@H:24]([CH3:27])[NH:23][C:22](=[O:28])[C:20]=5[S:21][C:14]=4[CH:13]=[CH:12][C:11]=3[N:10]=2)[C:5]([C:29]([NH:31][CH2:32][C:33]2[CH:38]=[CH:37][C:36]([O:39][CH3:40])=[CH:35][CH:34]=2)=[O:30])=[CH:4][N:3]=1.[C:41](=O)([O-])[O-].[K+].[K+].[I-].[K+].CI. (2) Given the product [Br:15][C:13]1[NH:12][CH:11]=[C:10]([CH2:9][N:7]([CH3:8])[C:6](=[O:25])[O:5][C:1]([CH3:2])([CH3:3])[CH3:4])[CH:14]=1, predict the reactants needed to synthesize it. The reactants are: [C:1]([O:5][C:6](=[O:25])[N:7]([CH2:9][C:10]1[CH:14]=[C:13]([Br:15])[N:12](S(C2C=CC=CC=2)(=O)=O)[CH:11]=1)[CH3:8])([CH3:4])([CH3:3])[CH3:2].O. (3) The reactants are: [CH2:1]([N:8]1[CH2:13][CH2:12][C:11]([C:15]2[CH:20]=[CH:19][C:18]([Br:21])=[CH:17][CH:16]=2)(O)[C:10]([CH3:23])([CH3:22])[CH2:9]1)[C:2]1[CH:7]=[CH:6][CH:5]=[CH:4][CH:3]=1. Given the product [CH2:1]([N:8]1[CH2:13][CH:12]=[C:11]([C:15]2[CH:16]=[CH:17][C:18]([Br:21])=[CH:19][CH:20]=2)[C:10]([CH3:23])([CH3:22])[CH2:9]1)[C:2]1[CH:3]=[CH:4][CH:5]=[CH:6][CH:7]=1, predict the reactants needed to synthesize it. (4) Given the product [NH2:26][C:8]1[N:7]=[C:6]([O:5][CH2:1][CH2:2][CH2:3][CH3:4])[N:14]=[C:13]2[C:9]=1[NH:10][C:11](=[O:24])[N:12]2[CH2:15][CH2:16][CH2:17][CH:18]1[CH2:23][CH2:22][N:21]([CH:28]([CH3:30])[CH3:29])[CH2:20][CH2:19]1, predict the reactants needed to synthesize it. The reactants are: [CH2:1]([O:5][C:6]1[N:14]=[C:13]2[C:9]([N:10]=[C:11]([O:24]C)[N:12]2[CH2:15][CH2:16][CH2:17][CH:18]2[CH2:23][CH2:22][NH:21][CH2:20][CH2:19]2)=[C:8]([NH2:26])[N:7]=1)[CH2:2][CH2:3][CH3:4].I[CH:28]([CH3:30])[CH3:29]. (5) Given the product [ClH:33].[CH:1]1([CH2:7][N:8]2[C:16]3[C:11](=[CH:12][CH:13]=[CH:14][C:15]=3[O:17][CH3:18])[C:10]([C:19]3[N:20]=[C:27]([CH2:28][N:29]([CH3:31])[CH3:30])[O:22][N:21]=3)=[CH:9]2)[CH2:2][CH2:3][CH2:4][CH2:5][CH2:6]1, predict the reactants needed to synthesize it. The reactants are: [CH:1]1([CH2:7][N:8]2[C:16]3[C:11](=[CH:12][CH:13]=[CH:14][C:15]=3[O:17][CH3:18])[C:10]([C:19]([NH:21][OH:22])=[NH:20])=[CH:9]2)[CH2:6][CH2:5][CH2:4][CH2:3][CH2:2]1.[H-].[Na+].CO[C:27](=O)[CH2:28][N:29]([CH3:31])[CH3:30].[ClH:33]. (6) The reactants are: [O:1]=[C:2]1[CH2:11][CH2:10][C:9]2[C:4](=[CH:5][CH:6]=[C:7]([O:12][CH2:13][CH2:14][C@@H:15]3[CH2:20][N:19]([C:21]([O:23][CH2:24][C:25]4[CH:30]=[CH:29][CH:28]=[CH:27][CH:26]=4)=[O:22])[CH2:18][CH2:17][N:16]3[C:31]([O:33][C:34]([CH3:37])([CH3:36])[CH3:35])=[O:32])[CH:8]=2)[NH:3]1.[H-].[Na+].Br[CH2:41][CH2:42][CH2:43][O:44][CH3:45].C(=O)([O-])O.[Na+]. Given the product [CH3:45][O:44][CH2:43][CH2:42][CH2:41][N:3]1[C:4]2[C:9](=[CH:8][C:7]([O:12][CH2:13][CH2:14][C@@H:15]3[CH2:20][N:19]([C:21]([O:23][CH2:24][C:25]4[CH:26]=[CH:27][CH:28]=[CH:29][CH:30]=4)=[O:22])[CH2:18][CH2:17][N:16]3[C:31]([O:33][C:34]([CH3:37])([CH3:36])[CH3:35])=[O:32])=[CH:6][CH:5]=2)[CH2:10][CH2:11][C:2]1=[O:1], predict the reactants needed to synthesize it.